Predict the reaction yield, written as a fraction of the theoretical maximum amount of product (1.0 means a 100% yield; for example, 0.34 means a 34% yield). From a dataset of Reaction yield outcomes from USPTO patents with 853,638 reactions. (1) The reactants are [CH:1]12[CH2:7][CH:4]([CH:5]=[CH:6]1)[CH2:3][CH:2]2CO.[CH3:10][O:11][C:12]1[CH:22]=[CH:21][C:15]([CH:16]=[CH:17][C:18]([OH:20])=[O:19])=[CH:14][CH:13]=1.Cl.[CH3:24]N(C)CCCN=C=NCC.O.ON1C2C=CC=CC=2N=N1.C(N(CC)CC)C. The catalyst is CN(C=O)C. The product is [CH:1]12[CH2:7][CH:4]([CH:3]=[CH:2]1)[CH2:5][CH2:6]2.[CH3:24][C:21]1[CH:22]=[C:12]([O:11][CH3:10])[CH:13]=[CH:14][C:15]=1[CH:16]=[CH:17][C:18]([O-:20])=[O:19]. The yield is 0.800. (2) The reactants are [Cl:1][C:2]1[C:3]([O:12][C:13]2[CH:18]=[C:17]([O:19][CH2:20][CH2:21][O:22][CH3:23])[CH:16]=[CH:15][C:14]=2[CH2:24][C:25]([CH3:31])([CH3:30])[C:26]([O:28]C)=[O:27])=[N:4][CH:5]=[C:6]([C:8]([F:11])([F:10])[F:9])[CH:7]=1.S(=O)(=O)(O)O.C(O)(=O)C.O. The catalyst is O1CCCC1. The product is [Cl:1][C:2]1[C:3]([O:12][C:13]2[CH:18]=[C:17]([O:19][CH2:20][CH2:21][O:22][CH3:23])[CH:16]=[CH:15][C:14]=2[CH2:24][C:25]([CH3:31])([CH3:30])[C:26]([OH:28])=[O:27])=[N:4][CH:5]=[C:6]([C:8]([F:9])([F:11])[F:10])[CH:7]=1. The yield is 0.800. (3) The reactants are [F:1][C:2]1[CH:11]=[CH:10][C:9]([F:12])=[C:8]2[C:3]=1[C:4](B1OC(C)(C)C(C)(C)O1)=[CH:5][C:6]([C:13]([O:15]C)=[O:14])=[N:7]2.C([O-])([O-])=O.[Cs+].[Cs+].Cl[CH2:33][C:34]1[CH:35]=[CH:36][C:37]([O:40][CH3:41])=[N:38][CH:39]=1.[OH-].[Na+]. The catalyst is C1C=CC(P(C2C=CC=CC=2)[C-]2C=CC=C2)=CC=1.C1C=CC(P(C2C=CC=CC=2)[C-]2C=CC=C2)=CC=1.Cl[Pd]Cl.[Fe+2].C(Cl)Cl.CO.O.C1COCC1. The product is [F:1][C:2]1[CH:11]=[CH:10][C:9]([F:12])=[C:8]2[C:3]=1[C:4]([CH2:33][C:34]1[CH:39]=[N:38][C:37]([O:40][CH3:41])=[CH:36][CH:35]=1)=[CH:5][C:6]([C:13]([OH:15])=[O:14])=[N:7]2. The yield is 0.940. (4) The reactants are [Cl:1][C:2]1[CH:7]=[CH:6][C:5]([OH:8])=[C:4]([F:9])[CH:3]=1.[OH-].[K+].Cl[C:13]1[C:18]([C:19]#[N:20])=[CH:17][N:16]=[C:15]2[C:21]3[CH:27]=[CH:26][CH:25]=[CH:24][C:22]=3[S:23][C:14]=12. The catalyst is C(OCC)(=O)C. The product is [Cl:1][C:2]1[CH:7]=[CH:6][C:5]([O:8][C:13]2[C:18]([C:19]#[N:20])=[CH:17][N:16]=[C:15]3[C:21]4[CH:27]=[CH:26][CH:25]=[CH:24][C:22]=4[S:23][C:14]=23)=[C:4]([F:9])[CH:3]=1. The yield is 0.550. (5) The reactants are [F:1][C:2]([F:13])([F:12])[O:3][C:4]1[CH:11]=[CH:10][C:7]([CH:8]=O)=[CH:6][CH:5]=1.[CH3:14][C@H:15]1[CH2:20][NH:19][CH2:18][C@@H:17]([CH3:21])[NH:16]1.C(O[BH-](OC(=O)C)OC(=O)C)(=O)C.[Na+]. The catalyst is C(Cl)Cl. The product is [CH3:14][C@H:15]1[NH:16][C@@H:17]([CH3:21])[CH2:18][N:19]([CH2:8][C:7]2[CH:10]=[CH:11][C:4]([O:3][C:2]([F:13])([F:12])[F:1])=[CH:5][CH:6]=2)[CH2:20]1. The yield is 0.800. (6) The reactants are [CH:1]([NH:4][C:5]1[O:6][C:7]([C:10]2[CH:11]=[C:12]3[C:16](=[CH:17][CH:18]=2)[N:15]([S:19]([C:22]2[CH:28]=[CH:27][C:25]([CH3:26])=[CH:24][CH:23]=2)(=[O:21])=[O:20])[CH:14]=[C:13]3B2OC(C)(C)C(C)(C)O2)=[N:8][N:9]=1)([CH3:3])[CH3:2].Br[C:39]1[S:40][C:41]([C:44]([NH:46][CH:47]2[CH2:49][CH2:48]2)=[O:45])=[CH:42][N:43]=1.ClC1SC(C(NC2CC2)=O)=CN=1. The catalyst is C1C=CC([P]([Pd]([P](C2C=CC=CC=2)(C2C=CC=CC=2)C2C=CC=CC=2)([P](C2C=CC=CC=2)(C2C=CC=CC=2)C2C=CC=CC=2)[P](C2C=CC=CC=2)(C2C=CC=CC=2)C2C=CC=CC=2)(C2C=CC=CC=2)C2C=CC=CC=2)=CC=1.O. The product is [CH:47]1([NH:46][C:44]([C:41]2[S:40][C:39]([C:13]3[C:12]4[C:16](=[CH:17][CH:18]=[C:10]([C:7]5[O:6][C:5]([NH:4][CH:1]([CH3:3])[CH3:2])=[N:9][N:8]=5)[CH:11]=4)[N:15]([S:19]([C:22]4[CH:28]=[CH:27][C:25]([CH3:26])=[CH:24][CH:23]=4)(=[O:20])=[O:21])[CH:14]=3)=[N:43][CH:42]=2)=[O:45])[CH2:48][CH2:49]1. The yield is 0.750. (7) The reactants are [N:1]1([CH2:5][C:6]2[N:10]([CH3:11])[N:9]=[C:8]([NH2:12])[CH:7]=2)[CH2:4][CH2:3][CH2:2]1.Br[C:14]1[C:15](=[O:22])[N:16](C)[N:17]=[C:18]([Cl:20])[CH:19]=1.C[Si](C)(C)[N-][Si](C)(C)C.[Li+].CC1(C)C2C(=C(P(C3C=CC=CC=3)C3C=CC=CC=3)C=CC=2)OC2C(P(C3C=CC=CC=3)C3C=CC=CC=3)=CC=CC1=2.Cl. The catalyst is C1C=CC(/C=C/C(/C=C/C2C=CC=CC=2)=O)=CC=1.C1C=CC(/C=C/C(/C=C/C2C=CC=CC=2)=O)=CC=1.C1C=CC(/C=C/C(/C=C/C2C=CC=CC=2)=O)=CC=1.[Pd].[Pd].O.C1COCC1.O1CCOCC1. The product is [N:1]1([CH2:5][C:6]2[N:10]([CH3:11])[N:9]=[C:8]([NH:12][C:14]3[C:15](=[O:22])[NH:16][N:17]=[C:18]([Cl:20])[CH:19]=3)[CH:7]=2)[CH2:4][CH2:3][CH2:2]1. The yield is 0.660. (8) The reactants are B(Br)(Br)Br.[Cl:5][C:6]1[CH:7]=[C:8]([C:13]2([C:24]([F:27])([F:26])[F:25])[S:17][C:16]3[CH:18]=[CH:19][C:20]([O:22]C)=[CH:21][C:15]=3[CH2:14]2)[CH:9]=[C:10]([Cl:12])[CH:11]=1.CO. The catalyst is C(Cl)Cl. The product is [Cl:5][C:6]1[CH:7]=[C:8]([C:13]2([C:24]([F:26])([F:27])[F:25])[S:17][C:16]3[CH:18]=[CH:19][C:20]([OH:22])=[CH:21][C:15]=3[CH2:14]2)[CH:9]=[C:10]([Cl:12])[CH:11]=1. The yield is 0.880. (9) The reactants are [NH2:1][C:2]1[C:7]2[S:8][C:9]3[C:10](=[N:11][CH:12]=[C:13]([C:23]#[N:24])[C:14]=3[NH:15][C:16]3[CH:21]=[CH:20][CH:19]=[C:18]([Br:22])[CH:17]=3)[C:6]=2[CH:5]=[CH:4][CH:3]=1.[C:25](O)(=[O:28])[CH:26]=[CH2:27].C(N(CC)C(C)C)(C)C.Cl.CN(C)CCCN=C=NCC. The catalyst is O1CCCC1.CN(C)C=O. The product is [Br:22][C:18]1[CH:17]=[C:16]([CH:21]=[CH:20][CH:19]=1)[NH:15][C:14]1[C:13]([C:23]#[N:24])=[CH:12][N:11]=[C:10]2[C:6]3[CH:5]=[CH:4][CH:3]=[C:2]([NH:1][C:25](=[O:28])[CH:26]=[CH2:27])[C:7]=3[S:8][C:9]=12. The yield is 0.430.